Task: Predict the reaction yield, written as a fraction of the theoretical maximum amount of product (1.0 means a 100% yield; for example, 0.34 means a 34% yield).. Dataset: Reaction yield outcomes from USPTO patents with 853,638 reactions (1) The reactants are [N+:1]([O-:4])([OH:3])=[O:2].[CH3:5][C:6]1[N:7]=[C:8]([C:14]2[CH:15]=[N:16][CH:17]=[CH:18][CH:19]=2)[S:9][C:10]=1[CH2:11][CH2:12]O.[OH-].[Na+]. The catalyst is O. The product is [CH3:5][C:6]1[N:7]=[C:8]([C:14]2[CH:15]=[N:16][CH:17]=[CH:18][CH:19]=2)[S:9][C:10]=1[CH2:11][CH2:12][O:2][N+:1]([O-:4])=[O:3]. The yield is 0.410. (2) The reactants are [Cl:1][C:2]1[N:3]=[C:4](Cl)[C:5]2[CH2:10][CH2:9][CH:8]([C:11]3[CH:16]=[CH:15][CH:14]=[CH:13][CH:12]=3)[C:6]=2[N:7]=1.[CH:18]1([NH2:22])[CH2:21][CH2:20][CH2:19]1.O. The catalyst is CN1C(=O)CCC1. The product is [Cl:1][C:2]1[N:3]=[C:4]([NH:22][CH:18]2[CH2:21][CH2:20][CH2:19]2)[C:5]2[CH2:10][CH2:9][CH:8]([C:11]3[CH:16]=[CH:15][CH:14]=[CH:13][CH:12]=3)[C:6]=2[N:7]=1. The yield is 0.940.